Dataset: Experimentally validated miRNA-target interactions with 360,000+ pairs, plus equal number of negative samples. Task: Binary Classification. Given a miRNA mature sequence and a target amino acid sequence, predict their likelihood of interaction. (1) Result: 0 (no interaction). The protein sequence of the target gene is MALPTLPSYWCSQQRLNQQLARQREQEARLRQQWEQNSRYFRMSDICSSKQAEWSSKTSYQRSMHAYQREKMKEEKRRSLEARREKLRQLMQEEQDLLARELEELRLSMNLQERRIREQHGKLKSAKEEQRKLIAEQLLYEHWKKNNPKLREMELDLHQKHVVNSWEMQKEEKKQQEATAEQENKRYENEYERARREALERMKAEEERRQLEDKLQAEALLQQMEELKLKEVEATKLKKEQENLLKQRWELERLEEERKQMEAFRQKAELGRFLRHQYNAQLSRRTQQIQEELEADRRIL.... The miRNA is hsa-miR-532-3p with sequence CCUCCCACACCCAAGGCUUGCA. (2) The miRNA is hsa-miR-744-5p with sequence UGCGGGGCUAGGGCUAACAGCA. The protein sequence of the target gene is MHLNGRCICPSDPQFVEEKGIRAEDLVIGALESAFQECDEVIGRELEASGQMGGCTALVAVSLQGKLYMANAGDSRAILVRRDEIRPLSFEFTPETERQRIQQLAFVYPELLAGEFTRLEFPRRLKGDDLGQKVLFRDHHMSGWSYKRVEKSDLKYPLIHGQGRQARLLGTLAVSRGLGDHQLRVLDTNIQLKPFLLSVPQVTVLDVDQLELQEDDVVVMATDGLWDVLSNEQVAWLVRSFLPGNQEDPHRYCSCWGPAWAWVGASSKPK. Result: 1 (interaction). (3) The miRNA is mmu-miR-3089-5p with sequence UGAGUUCAGGGACAGCGUGUCU. The protein sequence of the target gene is MASLVAYDDSDSETEADPARSGDAAGQISDASGMSRPSGMGFASSTVGVTKEGAQHTGNSPNEDPGMQRLPLARLWRSDPGSCPSQRLQWPSKEPDTTFPPSEPPRPSLWMSRAPVGHVPLAAACLKPLKPAWDVLKPSHDQSTFESTAGNASSSQRKRGEDCVLPYIPKRLRQLQALNPEAGGGKDGEPPGPPAGCAPAPLCVAPTVSEFIQPYLNSQYRETTVPKKVLFHLRGHRGPVNSIQWCPVFCKSHMLLSASMDKTFKVWNAVDSGHCLQTYSVHSEAVRAARWSPCGRRILS.... Result: 1 (interaction). (4) The miRNA is hsa-miR-4285 with sequence GCGGCGAGUCCGACUCAU. The protein sequence of the target gene is MLSGPHPSPTFRPNPCPWPCLHSLWMEISPTQLCFLSPGPSPQSPSCCFQGMNSGSELGKLWRKLFKGIPRLSVSHFDFYCGTCVLLGRPQIPQGSSLGNDIDQYPVVFRNASDQGSWMQLEMLLRKLSDLVWTSDALSDKILEDGLVP. Result: 0 (no interaction). (5) The miRNA is hsa-miR-329-5p with sequence GAGGUUUUCUGGGUUUCUGUUUC. The protein sequence of the target gene is MASVWKRLQRVGKHASKFQFVASYQELMVECTKKWQPDKLVVVWTRRSRRKSSKAHSWQPGIKNPYRGVVVWPVPENIEITVTLFKDPHAEEFEDKEWTFVIENESPSGRRKALATSSINMKQYASPMPTQTDVKLKFKPLSKKVVSATLQFSLSCIFLREGKATDEDMQSLASLMSMKQADIGNLDDFEEDNEDDDENRVNQEEKAAKITEIVNQLNALSSLDEDQDDCIKQANVPSAKSASSSEELINTLNFLDEAQKDLATVNTNPFDEPDVTELNPFGDPDSEEPITETTSPKKPE.... Result: 0 (no interaction). (6) The miRNA is mmu-miR-5617-5p with sequence GUAAGUGAGGGCAAGCCUUCUGG. The protein sequence of the target gene is MSSTESAGRTADKSPRQQVDRLLVGLRWRRLEEPLGFIKVLQWLFAIFAFGSCGSYSGETGAMVRCNNEAKDVSSIIVAFGYPFRLHRIQYEMPLCDEESSSKTMHLMGDFSAPAEFFVTLGIFSFFYTMAALVIYLRFHNLYTENKRFPLVDFCVTVSFTFFWLVAAAAWGKGLTDVKGATRPSSLTAAMSVCHGEEAVCSAGATPSMGLANISVLFGFINFFLWAGNCWFVFKETPWHGQGQGQDQDQDQDQGQGPSQESAAEQGAVEKQ. Result: 0 (no interaction). (7) The miRNA is rno-let-7i-5p with sequence UGAGGUAGUAGUUUGUGCUGUU. The protein sequence of the target gene is MKLNISFPATGCQKLIEVDDERKLRTFYEKRMATEVAADALGEEWKGYVVRISGGNDKQGFPMKQGVLTHGRVRLLLSKGHSCYRPRRTGERKRKSVRGCIVDANLSVLNLVIVKKGEKDIPGLTDTTVPRRLGPKRASRIRKLFNLSKEDDVRQYVVRKPLNKEGKKPRTKAPKIQRLVTPRVLQHKRRRIALKKQRTKKNKEEAAEYAKLLAKRMKEAKEKRQEQIAKRRRLSSLRASTSKSESSQK. Result: 0 (no interaction).